The task is: Predict which catalyst facilitates the given reaction.. This data is from Catalyst prediction with 721,799 reactions and 888 catalyst types from USPTO. (1) Reactant: [I:1][C:2]1[C:7]([CH3:8])=[CH:6][CH:5]=[CH:4][C:3]=1[CH2:9][OH:10].[H-].[Na+].[C:13]([O:17][C:18](=[O:21])[CH2:19]Br)([CH3:16])([CH3:15])[CH3:14]. Product: [C:13]([O:17][C:18](=[O:21])[CH2:19][O:10][CH2:9][C:3]1[CH:4]=[CH:5][CH:6]=[C:7]([CH3:8])[C:2]=1[I:1])([CH3:16])([CH3:15])[CH3:14]. The catalyst class is: 3. (2) Reactant: [NH2:1][CH2:2][C:3]1[C:12]2[C:7](=[CH:8][CH:9]=[CH:10][CH:11]=2)[CH:6]=[CH:5][CH:4]=1.C(N(C(C)C)C(C)C)C.[C:22]([O:26][C:27]([NH:29][CH:30]1[CH2:35][CH2:34][CH2:33][N:32]([C:36]2[N:40]([CH2:41][C:42]#[C:43][CH3:44])[C:39]([C:45](O)=[O:46])=[CH:38][N:37]=2)[CH2:31]1)=[O:28])([CH3:25])([CH3:24])[CH3:23].F[B-](F)(F)F.N1(OC(N(C)C)=[N+](C)C)C2C=CC=CC=2N=N1.C(=O)([O-])[O-].[K+].[K+]. Product: [CH2:41]([N:40]1[C:39]([C:45]([NH:1][CH2:2][C:3]2[C:12]3[C:7](=[CH:8][CH:9]=[CH:10][CH:11]=3)[CH:6]=[CH:5][CH:4]=2)=[O:46])=[CH:38][N:37]=[C:36]1[N:32]1[CH2:33][CH2:34][CH2:35][CH:30]([NH:29][C:27]([O:26][C:22]([CH3:25])([CH3:24])[CH3:23])=[O:28])[CH2:31]1)[C:42]#[C:43][CH3:44]. The catalyst class is: 9. (3) Reactant: [F:1][C:2]([F:23])([F:22])[C:3]1[CH:4]=[C:5]([NH:9][C:10]2[O:14][C:13]([C:15]3[CH:20]=[CH:19][C:18]([OH:21])=[CH:17][CH:16]=3)=[N:12][N:11]=2)[CH:6]=[CH:7][CH:8]=1.C[Si]([N-][Si](C)(C)C)(C)C.[K+].Cl[C:35]1[N:40]=[C:39]([NH2:41])[N:38]=[C:37]([NH2:42])[CH:36]=1.C([O-])([O-])=O.[K+].[K+]. Product: [F:23][C:2]([F:22])([F:1])[C:3]1[CH:4]=[C:5]([NH:9][C:10]2[O:14][C:13]([C:15]3[CH:20]=[CH:19][C:18]([O:21][C:35]4[N:40]=[C:39]([NH2:41])[N:38]=[C:37]([NH2:42])[CH:36]=4)=[CH:17][CH:16]=3)=[N:12][N:11]=2)[CH:6]=[CH:7][CH:8]=1. The catalyst class is: 121. (4) Reactant: [C:1]([O-:6])(=[O:5])[C:2]([CH3:4])=[CH2:3].[Na+].C(O)(=O)C(C)=C.[C:14](O)(=[S:21])[C:15]1[CH:20]=[CH:19][CH:18]=[CH:17][CH:16]=1. Product: [C:14]([CH2:3][C@H:2]([CH3:4])[C:1]([OH:6])=[O:5])(=[S:21])[C:15]1[CH:20]=[CH:19][CH:18]=[CH:17][CH:16]=1. The catalyst class is: 11. (5) Reactant: Cl.[Cl:2][C:3]1[CH:8]=[CH:7][CH:6]=[CH:5][C:4]=1[NH:9][NH2:10].C(=O)([O-])[O-].[K+].[K+].[C:17]([C:24](OCC)=[O:25])#[C:18][C:19]([O:21][CH2:22][CH3:23])=[O:20].Cl. Product: [CH2:22]([O:21][C:19]([C:18]1[CH:17]=[C:24]([OH:25])[N:9]([C:4]2[CH:5]=[CH:6][CH:7]=[CH:8][C:3]=2[Cl:2])[N:10]=1)=[O:20])[CH3:23]. The catalyst class is: 40. (6) Reactant: C([O:8][C@H:9]1[C@@H:13]2[O:14][CH2:15][C@@:10]1([CH2:25][OH:26])[O:11][C@H:12]2[N:16]1[CH:24]=[C:22]([CH3:23])[C:20](=[O:21])[NH:19][C:17]1=[O:18])C1C=CC=CC=1.C([O-])=O.[Na+]. Product: [OH:8][C@H:9]1[C@@H:13]2[O:14][CH2:15][C@@:10]1([CH2:25][OH:26])[O:11][C@H:12]2[N:16]1[CH:24]=[C:22]([CH3:23])[C:20](=[O:21])[NH:19][C:17]1=[O:18]. The catalyst class is: 19.